Task: Predict the product of the given reaction.. Dataset: Forward reaction prediction with 1.9M reactions from USPTO patents (1976-2016) (1) The product is: [C:39]([O:1][C:2]1[CH:29]=[CH:28][C:5]([CH2:6][N:7]([CH2:20][CH2:21][C:22]2[CH:27]=[CH:26][CH:25]=[CH:24][N:23]=2)[C:8](=[O:19])[CH2:9][CH2:10][CH2:11][CH2:12][C:13]2[CH:18]=[CH:17][CH:16]=[CH:15][CH:14]=2)=[CH:4][C:3]=1[O:30][CH3:31])(=[O:46])[C:40]1[CH:45]=[CH:44][CH:43]=[CH:42][CH:41]=1. Given the reactants [OH:1][C:2]1[CH:29]=[CH:28][C:5]([CH2:6][N:7]([CH2:20][CH2:21][C:22]2[CH:27]=[CH:26][CH:25]=[CH:24][N:23]=2)[C:8](=[O:19])[CH2:9][CH2:10][CH2:11][CH2:12][C:13]2[CH:18]=[CH:17][CH:16]=[CH:15][CH:14]=2)=[CH:4][C:3]=1[O:30][CH3:31].CCN(CC)CC.[C:39](Cl)(=[O:46])[C:40]1[CH:45]=[CH:44][CH:43]=[CH:42][CH:41]=1, predict the reaction product. (2) Given the reactants [CH3:1][O:2][C@H:3]1[CH2:8][CH2:7][CH2:6][C@@H:5]([C:9]2[N:10]=[CH:11][C:12]([NH2:15])=[N:13][CH:14]=2)[CH2:4]1.C1C(=O)N([Br:23])C(=O)C1, predict the reaction product. The product is: [Br:23][C:11]1[C:12]([NH2:15])=[N:13][CH:14]=[C:9]([C@@H:5]2[CH2:6][CH2:7][CH2:8][C@H:3]([O:2][CH3:1])[CH2:4]2)[N:10]=1. (3) Given the reactants [OH-].[K+].[O:3]1[CH2:8][CH2:7][O:6][CH2:5][CH2:4]1.[CH3:9][CH:10]([OH:12])[CH3:11], predict the reaction product. The product is: [O:3]1[CH2:8][CH2:7][O:6][CH2:5][CH2:4]1.[CH3:9][CH:10]([OH:12])[CH3:11]. (4) Given the reactants [S:1]1[C:5]([C:6]2[C:7]([O:27][CH3:28])=[CH:8][C:9]([O:25][CH3:26])=[C:10](/[CH:12]=[CH:13]/[C:14]([C:16]3[CH:24]=[CH:23][C:19]([C:20]([OH:22])=[O:21])=[CH:18][CH:17]=3)=[O:15])[CH:11]=2)=[CH:4][C:3]2[CH:29]=[CH:30][CH:31]=[CH:32][C:2]1=2.[NH:33]([CH2:35][C@@H:36]([C@H:38]([C@@H:40]([C@@H:42]([CH2:44][OH:45])[OH:43])[OH:41])[OH:39])[OH:37])[CH3:34].C(O)C, predict the reaction product. The product is: [CH3:34][NH:33][CH2:35][C@@H:36]([C@H:38]([C@@H:40]([C@@H:42]([CH2:44][OH:45])[OH:43])[OH:41])[OH:39])[OH:37].[S:1]1[C:5]([C:6]2[C:7]([O:27][CH3:28])=[CH:8][C:9]([O:25][CH3:26])=[C:10](/[CH:12]=[CH:13]/[C:14]([C:16]3[CH:24]=[CH:23][C:19]([C:20]([OH:22])=[O:21])=[CH:18][CH:17]=3)=[O:15])[CH:11]=2)=[CH:4][C:3]2[CH:29]=[CH:30][CH:31]=[CH:32][C:2]1=2.